From a dataset of Antibody developability classification from SAbDab with 2,409 antibodies. Regression/Classification. Given an antibody's heavy chain and light chain sequences, predict its developability. TAP uses regression for 5 developability metrics; SAbDab uses binary classification. The antibody is ['EVQLVESGGGLVQPGGSLRLSCAASGYVFTDYGMNWVRQAPGKGLEWMGWINTYIGEPIYADSVKGRFTFSLDTSKSTAYLQMNSLRAEDTAVYYCARGYRSYAMDYWGQGTLVTVSS', 'DIQMTQSPSSLSASVGDRVTITCKASQNVGTNVAWYQQKPGKAPKALIYSASFLYSGVPYRFSGSGSGTDFTLTISSLQPEDFATYYCQQYNIYPLTFGQGTKVEIK']. Result: 0 (not developable).